Dataset: NCI-60 drug combinations with 297,098 pairs across 59 cell lines. Task: Regression. Given two drug SMILES strings and cell line genomic features, predict the synergy score measuring deviation from expected non-interaction effect. (1) Drug 1: CCCS(=O)(=O)NC1=C(C(=C(C=C1)F)C(=O)C2=CNC3=C2C=C(C=N3)C4=CC=C(C=C4)Cl)F. Drug 2: C1C(C(OC1N2C=NC3=C2NC=NCC3O)CO)O. Cell line: M14. Synergy scores: CSS=48.3, Synergy_ZIP=3.59, Synergy_Bliss=5.32, Synergy_Loewe=-4.13, Synergy_HSA=5.68. (2) Drug 1: CC(C1=C(C=CC(=C1Cl)F)Cl)OC2=C(N=CC(=C2)C3=CN(N=C3)C4CCNCC4)N. Drug 2: C1C(C(OC1N2C=NC3=C2NC=NCC3O)CO)O. Cell line: CCRF-CEM. Synergy scores: CSS=21.0, Synergy_ZIP=0.449, Synergy_Bliss=-1.88, Synergy_Loewe=-17.9, Synergy_HSA=-2.91. (3) Drug 1: CCC(=C(C1=CC=CC=C1)C2=CC=C(C=C2)OCCN(C)C)C3=CC=CC=C3.C(C(=O)O)C(CC(=O)O)(C(=O)O)O. Drug 2: CCCCC(=O)OCC(=O)C1(CC(C2=C(C1)C(=C3C(=C2O)C(=O)C4=C(C3=O)C=CC=C4OC)O)OC5CC(C(C(O5)C)O)NC(=O)C(F)(F)F)O. Cell line: SK-MEL-28. Synergy scores: CSS=49.2, Synergy_ZIP=-2.15, Synergy_Bliss=-2.62, Synergy_Loewe=-3.66, Synergy_HSA=-2.32.